Dataset: Forward reaction prediction with 1.9M reactions from USPTO patents (1976-2016). Task: Predict the product of the given reaction. (1) Given the reactants C([O:8][N:9]([CH2:12][C@@H:13]([CH2:17][CH:18]1[CH2:22][CH2:21][CH2:20][CH2:19]1)[C:14]([OH:16])=O)[CH:10]=[O:11])C1C=CC=CC=1.[NH:23]1[CH2:27][CH2:26][CH2:25][C@H:24]1[C:28]1[S:29][C:30]2[CH:36]=[CH:35][CH:34]=[CH:33][C:31]=2[N:32]=1, predict the reaction product. The product is: [S:29]1[C:30]2[CH:36]=[CH:35][CH:34]=[CH:33][C:31]=2[N:32]=[C:28]1[C@@H:24]1[CH2:25][CH2:26][CH2:27][N:23]1[C:14](=[O:16])[C@H:13]([CH2:17][CH:18]1[CH2:19][CH2:20][CH2:21][CH2:22]1)[CH2:12][N:9]([OH:8])[CH:10]=[O:11]. (2) Given the reactants Cl[C:2]1[CH:7]=[CH:6][C:5]([CH2:8][CH2:9][CH2:10][OH:11])=[C:4]([C:12]([F:15])([F:14])[F:13])[CH:3]=1.C1(P(C2CCCCC2)C2CCCCC2)CCCCC1.C([O-])(=O)C.[K+].[B:40]1([B:40]2[O:44][C:43]([CH3:46])([CH3:45])[C:42]([CH3:48])([CH3:47])[O:41]2)[O:44][C:43]([CH3:46])([CH3:45])[C:42]([CH3:48])([CH3:47])[O:41]1, predict the reaction product. The product is: [CH3:47][C:42]1([CH3:48])[C:43]([CH3:46])([CH3:45])[O:44][B:40]([C:2]2[CH:7]=[CH:6][C:5]([CH2:8][CH2:9][CH2:10][OH:11])=[C:4]([C:12]([F:15])([F:14])[F:13])[CH:3]=2)[O:41]1. (3) Given the reactants [CH3:1][O:2][C:3]1[CH:8]=[CH:7][C:6]([C:9]2[S:13][C:12]([C:14](O)=[O:15])=[C:11]([NH:17][C:18]([NH:20][C:21]3[C:26]([CH3:27])=[CH:25][C:24]([CH3:28])=[CH:23][C:22]=3[CH3:29])=[O:19])[CH:10]=2)=[CH:5][CH:4]=1.CN(C(ON1N=NC2C=CC=NC1=2)=[N+](C)C)C.F[P-](F)(F)(F)(F)F.CCN(C(C)C)C(C)C.[NH2:63][C:64]1([C:70]([O:72][CH3:73])=[O:71])[CH2:69][CH2:68][CH2:67][CH2:66][CH2:65]1, predict the reaction product. The product is: [CH3:1][O:2][C:3]1[CH:4]=[CH:5][C:6]([C:9]2[S:13][C:12]([C:14]([NH:63][C:64]3([C:70]([O:72][CH3:73])=[O:71])[CH2:69][CH2:68][CH2:67][CH2:66][CH2:65]3)=[O:15])=[C:11]([NH:17][C:18]([NH:20][C:21]3[C:22]([CH3:29])=[CH:23][C:24]([CH3:28])=[CH:25][C:26]=3[CH3:27])=[O:19])[CH:10]=2)=[CH:7][CH:8]=1. (4) Given the reactants I[C:2]1[CH:7]=[CH:6][N:5]=[C:4]([N:8]2[C:16]3[CH2:15][CH2:14][CH2:13][CH2:12][C:11]=3[C:10]([C:17]([NH2:19])=[O:18])=[N:9]2)[CH:3]=1.[CH3:20][C:21]1[O:25][N:24]=[C:23]([C@:26]([OH:30])([C:28]#[CH:29])[CH3:27])[CH:22]=1, predict the reaction product. The product is: [OH:30][C@:26]([C:23]1[CH:22]=[C:21]([CH3:20])[O:25][N:24]=1)([CH3:27])[C:28]#[C:29][C:2]1[CH:7]=[CH:6][N:5]=[C:4]([N:8]2[C:16]3[CH2:15][CH2:14][CH2:13][CH2:12][C:11]=3[C:10]([C:17]([NH2:19])=[O:18])=[N:9]2)[CH:3]=1. (5) Given the reactants C(N(CC)CC)C.[CH3:8][O:9][C:10]1[N:11]=[CH:12][C:13]2[CH:19]=[C:18]([C:20]([OH:22])=O)[C:17](=[O:23])[NH:16][C:14]=2[N:15]=1.CN(C(ON1N=NC2C=CC=NC1=2)=[N+](C)C)C.F[P-](F)(F)(F)(F)F.[NH2:48][C:49]1[CH:50]=[C:51]([CH:57]=[CH:58][C:59]=1[Cl:60])[C:52]([N:54]([CH3:56])[CH3:55])=[O:53].C(=O)(O)[O-].[Na+], predict the reaction product. The product is: [Cl:60][C:59]1[CH:58]=[CH:57][C:51]([C:52](=[O:53])[N:54]([CH3:56])[CH3:55])=[CH:50][C:49]=1[NH:48][C:20]([C:18]1[C:17](=[O:23])[NH:16][C:14]2[N:15]=[C:10]([O:9][CH3:8])[N:11]=[CH:12][C:13]=2[CH:19]=1)=[O:22]. (6) The product is: [F:10][C:5]1[CH:6]=[CH:7][CH:8]=[CH:9][C:4]=1[N:1]1[C:14]([CH2:13][O:12][CH3:11])=[C:15]([Si:16]([CH3:19])([CH3:18])[CH3:17])[N:3]=[N:2]1. Given the reactants [N:1]([C:4]1[CH:9]=[CH:8][CH:7]=[CH:6][C:5]=1[F:10])=[N+:2]=[N-:3].[CH3:11][O:12][CH2:13][C:14]#[C:15][Si:16]([CH3:19])([CH3:18])[CH3:17].C([Sn](CCCC)(CCCC)C#CC)CCC, predict the reaction product. (7) Given the reactants [O:1]1[CH2:5][CH2:4][CH2:3][C@@H:2]1[C:6]([N:8]1[CH2:13][CH2:12][NH:11][CH2:10][CH2:9]1)=[O:7].[CH2:14]([C@H:16]1[O:18][CH2:17]1)[Cl:15], predict the reaction product. The product is: [Cl:15][CH2:14][C@@H:16]([OH:18])[CH2:17][N:11]1[CH2:10][CH2:9][N:8]([C:6]([C@H:2]2[CH2:3][CH2:4][CH2:5][O:1]2)=[O:7])[CH2:13][CH2:12]1. (8) Given the reactants Cl.[Br:2][C:3]1[CH:4]=[C:5]([CH2:10][NH2:11])[CH:6]=[CH:7][C:8]=1[F:9].[C:12](OC(=O)C)(=[O:14])[CH3:13], predict the reaction product. The product is: [Br:2][C:3]1[CH:4]=[C:5]([CH:6]=[CH:7][C:8]=1[F:9])[CH2:10][NH:11][C:12](=[O:14])[CH3:13]. (9) Given the reactants FC(F)(F)S([O:6][Si:7]([C:10]([CH3:13])([CH3:12])[CH3:11])([CH3:9])[CH3:8])(=O)=O.[Cl:16][C:17]1[S:21][C:20]([C:22]([NH:24][CH2:25][CH:26]2[O:30][N:29]=[C:28]([C:31]3[CH:36]=[CH:35][C:34]([NH:37][CH2:38][CH2:39]O)=[CH:33][CH:32]=3)[CH2:27]2)=[O:23])=[CH:19][CH:18]=1.CC1C=CC=C(C)N=1.O, predict the reaction product. The product is: [Si:7]([O:6][CH2:39][CH2:38][NH:37][C:34]1[CH:33]=[CH:32][C:31]([C:28]2[CH2:27][CH:26]([CH2:25][NH:24][C:22]([C:20]3[S:21][C:17]([Cl:16])=[CH:18][CH:19]=3)=[O:23])[O:30][N:29]=2)=[CH:36][CH:35]=1)([C:10]([CH3:11])([CH3:12])[CH3:13])([CH3:8])[CH3:9].